From a dataset of Reaction yield outcomes from USPTO patents with 853,638 reactions. Predict the reaction yield, written as a fraction of the theoretical maximum amount of product (1.0 means a 100% yield; for example, 0.34 means a 34% yield). (1) The reactants are C(O[C:9]1[CH:14]=[CH:13][C:12]([C@@H:15]2[CH2:17][C@H:16]2[N+:18]([O-:20])=[O:19])=[CH:11][CH:10]=1)C1C=CC=CC=1.[Br:21]C1C=CC(/C=C/[N+]([O-])=O)=CC=1. No catalyst specified. The product is [Br:21][C:9]1[CH:14]=[CH:13][C:12]([C@@H:15]2[CH2:17][C@H:16]2[N+:18]([O-:20])=[O:19])=[CH:11][CH:10]=1. The yield is 0.270. (2) The reactants are [C:1]([O:5][C:6]([N:8]1[CH2:12][C@H:11]([OH:13])[CH2:10][C@@H:9]1[C@H:14]1[O:18][C:17]([CH3:20])([CH3:19])[N:16]([C:21](=[O:23])[CH3:22])[C@H:15]1[CH2:24][C:25]1[CH:30]=[C:29]([F:31])[CH:28]=[C:27]([F:32])[CH:26]=1)=[O:7])([CH3:4])([CH3:3])[CH3:2].ClN1C(=O)N(Cl)C(=O)N(Cl)C1=O.CC1(C)N([O])C(C)(C)CCC1. The catalyst is ClCCl. The product is [C:1]([O:5][C:6]([N:8]1[CH2:12][C:11](=[O:13])[CH2:10][C@@H:9]1[C@H:14]1[O:18][C:17]([CH3:19])([CH3:20])[N:16]([C:21](=[O:23])[CH3:22])[C@H:15]1[CH2:24][C:25]1[CH:26]=[C:27]([F:32])[CH:28]=[C:29]([F:31])[CH:30]=1)=[O:7])([CH3:2])([CH3:3])[CH3:4]. The yield is 0.950.